Dataset: Catalyst prediction with 721,799 reactions and 888 catalyst types from USPTO. Task: Predict which catalyst facilitates the given reaction. (1) Reactant: [ClH:1].[CH:2]([C@H:15]1[N:20]2[CH2:21][CH2:22][N:23]([C:25]([N:27]3[CH2:32][CH2:31][O:30][CH2:29][CH2:28]3)=[O:26])[CH2:24][C@H:19]2[CH2:18][N:17](C(OC(C)(C)C)=O)[CH2:16]1)([C:9]1[CH:14]=[CH:13][CH:12]=[CH:11][CH:10]=1)[C:3]1[CH:8]=[CH:7][CH:6]=[CH:5][CH:4]=1. Product: [ClH:1].[ClH:1].[CH:2]([C@H:15]1[N:20]2[CH2:21][CH2:22][N:23]([C:25]([N:27]3[CH2:28][CH2:29][O:30][CH2:31][CH2:32]3)=[O:26])[CH2:24][C@H:19]2[CH2:18][NH:17][CH2:16]1)([C:9]1[CH:14]=[CH:13][CH:12]=[CH:11][CH:10]=1)[C:3]1[CH:4]=[CH:5][CH:6]=[CH:7][CH:8]=1. The catalyst class is: 346. (2) Reactant: C[O:2][C:3]1[N:8]=[CH:7][C:6]([CH2:9][C:10]2[C:11](=[O:17])[NH:12][C:13](=[S:16])[NH:14][CH:15]=2)=[CH:5][CH:4]=1.Cl. Product: [O:2]=[C:3]1[NH:8][CH:7]=[C:6]([CH2:9][C:10]2[C:11](=[O:17])[NH:12][C:13](=[S:16])[NH:14][CH:15]=2)[CH:5]=[CH:4]1. The catalyst class is: 15. (3) Reactant: [Cl:1][C:2]1[CH:7]=[CH:6][CH:5]=[CH:4][C:3]=1[C:8]1[C:12]([CH:13]([OH:15])[CH3:14])=[CH:11][N:10]([C:16]2[CH:21]=[CH:20][N:19]=[C:18]([Cl:22])[CH:17]=2)[N:9]=1.C1C=C[NH+]=CC=1.[O-][Cr](Cl)(=O)=O. Product: [Cl:1][C:2]1[CH:7]=[CH:6][CH:5]=[CH:4][C:3]=1[C:8]1[C:12]([C:13](=[O:15])[CH3:14])=[CH:11][N:10]([C:16]2[CH:21]=[CH:20][N:19]=[C:18]([Cl:22])[CH:17]=2)[N:9]=1. The catalyst class is: 158. (4) Reactant: Cl[C:2]1[C:6]2[CH:7]=[C:8]([CH:20]=[O:21])[C:9]([N:12]3[CH2:17][C@H:16]([CH3:18])[O:15][C@H:14]([CH3:19])[CH2:13]3)=[C:10]([F:11])[C:5]=2[O:4][N:3]=1.C1CCN2C(=NCCC2)CC1.[NH:33]1[CH:37]=[N:36][CH:35]=[N:34]1. Product: [CH3:19][C@H:14]1[O:15][C@@H:16]([CH3:18])[CH2:17][N:12]([C:9]2[C:8]([CH:20]=[O:21])=[CH:7][C:6]3[C:2]([N:33]4[CH:37]=[N:36][CH:35]=[N:34]4)=[N:3][O:4][C:5]=3[C:10]=2[F:11])[CH2:13]1. The catalyst class is: 10. (5) Reactant: [F:1][C:2]1[C:8]([CH3:9])=[CH:7][CH:6]=[CH:5][C:3]=1[NH2:4].C1C(=O)N([Cl:17])C(=O)C1.O.C(OCC)(=O)C. Product: [Cl:17][C:7]1[CH:6]=[CH:5][C:3]([NH2:4])=[C:2]([F:1])[C:8]=1[CH3:9]. The catalyst class is: 3. (6) Reactant: Cl.[N+:2]([C:5]1[CH:15]=[CH:14][C:8]2[NH:9][CH2:10][CH2:11][CH2:12][CH2:13][C:7]=2[CH:6]=1)([O-])=O. Product: [NH:9]1[CH2:10][CH2:11][CH2:12][CH2:13][C:7]2[CH:6]=[C:5]([NH2:2])[CH:15]=[CH:14][C:8]1=2. The catalyst class is: 19. (7) Reactant: [CH2:1]([N:8]1[C:16]2[C:11](=[CH:12][CH:13]=[C:14]([N+:17]([O-:19])=[O:18])[CH:15]=2)[C:10]([C:20]([OH:34])([C:30]([F:33])([F:32])[F:31])[CH2:21][N:22]2[CH2:27][CH2:26][CH:25]([C:28]#[N:29])[CH2:24][CH2:23]2)=[CH:9]1)[C:2]1[CH:7]=[CH:6][CH:5]=[CH:4][CH:3]=1.[N-:35]=[N+:36]=[N-:37].[Na+].Cl.C(N(CC)CC)C.Cl. Product: [CH2:1]([N:8]1[C:16]2[C:11](=[CH:12][CH:13]=[C:14]([N+:17]([O-:19])=[O:18])[CH:15]=2)[C:10]([C:20]([OH:34])([CH2:21][N:22]2[CH2:27][CH2:26][CH:25]([C:28]3[NH:37][N:36]=[N:35][N:29]=3)[CH2:24][CH2:23]2)[C:30]([F:33])([F:31])[F:32])=[CH:9]1)[C:2]1[CH:3]=[CH:4][CH:5]=[CH:6][CH:7]=1. The catalyst class is: 11. (8) Reactant: [OH:1][C:2]1[CH:3]=[C:4]2[C:8](=[CH:9][CH:10]=1)[NH:7][CH:6]=[C:5]2[CH:11]1[CH2:15][C:14](=[O:16])[NH:13][C:12]1=[O:17]. Product: [OH:1][C:2]1[CH:3]=[C:4]2[C:8](=[CH:9][CH:10]=1)[NH:7][CH:6]=[C:5]2[C:11]1[C:12](=[O:17])[NH:13][C:14](=[O:16])[CH:15]=1. The catalyst class is: 5. (9) Reactant: [CH3:1][O:2][C:3]1[C:12]([NH:13][C:14](=[O:18])OCC)=[N:11][C:10]2[C:5](=[CH:6][C:7]([CH3:20])=[C:8]([CH3:19])[CH:9]=2)[N:4]=1.[CH3:21][O:22][C:23]1[CH:24]=[C:25]([N:29]2[CH2:34][CH2:33][NH:32][CH2:31][CH2:30]2)[CH:26]=[CH:27][CH:28]=1.C1CCN2C(=NCCC2)CC1. Product: [CH3:1][O:2][C:3]1[C:12]([NH:13][C:14]([N:32]2[CH2:31][CH2:30][N:29]([C:25]3[CH:26]=[CH:27][CH:28]=[C:23]([O:22][CH3:21])[CH:24]=3)[CH2:34][CH2:33]2)=[O:18])=[N:11][C:10]2[C:5](=[CH:6][C:7]([CH3:20])=[C:8]([CH3:19])[CH:9]=2)[N:4]=1. The catalyst class is: 7. (10) Reactant: [C:1]([C@@H:4]([NH:6][C:7]([C@@H:9]([N:11]([CH3:26])[C:12]([C@@H:14]1[CH2:18][CH2:17][CH2:16][N:15]1[C:19]([O:21][C:22]([CH3:25])([CH3:24])[CH3:23])=[O:20])=[O:13])[CH3:10])=[O:8])[CH3:5])(O)=[O:2].[Cl-].[CH2:28]([O:35][C:36]([NH:38][C@H:39]([C:49]([O:51][CH2:52][C:53](=[O:60])[C:54]1[CH:59]=[CH:58][CH:57]=[CH:56][CH:55]=1)=[O:50])[CH2:40][O:41][C:42]([C@@H:44]1[CH2:48][CH2:47][CH2:46][NH2+:45]1)=[O:43])=[O:37])[C:29]1[CH:34]=[CH:33][CH:32]=[CH:31][CH:30]=1.[B-](F)(F)(F)F.CN(C(ON1C(=O)C=CC=C1)=[N+](C)C)C.C1C=CC2N(O)N=NC=2C=1.C(N(C(C)C)C(C)C)C. Product: [CH2:28]([O:35][C:36]([NH:38][C@H:39]([C:49]([O:51][CH2:52][C:53](=[O:60])[C:54]1[CH:55]=[CH:56][CH:57]=[CH:58][CH:59]=1)=[O:50])[CH2:40][O:41][C:42]([C@@H:44]1[CH2:48][CH2:47][CH2:46][N:45]1[C:1](=[O:2])[C@@H:4]([NH:6][C:7]([C@@H:9]([N:11]([CH3:26])[C:12]([C@@H:14]1[CH2:18][CH2:17][CH2:16][N:15]1[C:19]([O:21][C:22]([CH3:25])([CH3:24])[CH3:23])=[O:20])=[O:13])[CH3:10])=[O:8])[CH3:5])=[O:43])=[O:37])[C:29]1[CH:34]=[CH:33][CH:32]=[CH:31][CH:30]=1. The catalyst class is: 4.